Dataset: Forward reaction prediction with 1.9M reactions from USPTO patents (1976-2016). Task: Predict the product of the given reaction. (1) Given the reactants P(Br)(Br)[Br:2].O[CH2:6][C:7]1[S:8][C:9]2[C:15]([C:16]3[CH:17]=[C:18]([CH:26]=[CH:27][CH:28]=3)[C:19]([NH:21][CH2:22][CH2:23][O:24][CH3:25])=[O:20])=[CH:14][CH:13]=[CH:12][C:10]=2[CH:11]=1.C(=O)(O)[O-].[Na+], predict the reaction product. The product is: [Br:2][CH2:6][C:7]1[S:8][C:9]2[C:15]([C:16]3[CH:17]=[C:18]([CH:26]=[CH:27][CH:28]=3)[C:19]([NH:21][CH2:22][CH2:23][O:24][CH3:25])=[O:20])=[CH:14][CH:13]=[CH:12][C:10]=2[CH:11]=1. (2) Given the reactants C[Si]([N-][Si](C)(C)C)(C)C.[Na+].[CH3:11][N:12]1[CH2:16][CH2:15][CH2:14][C@H:13]1[CH2:17][C:18]1[C:22]2=[N:23][CH:24]=[CH:25][CH:26]=[C:21]2[NH:20][CH:19]=1.[C:27]1([S:33](Cl)(=[O:35])=[O:34])[CH:32]=[CH:31][CH:30]=[CH:29][CH:28]=1, predict the reaction product. The product is: [CH3:11][N:12]1[CH2:16][CH2:15][CH2:14][C@H:13]1[CH2:17][C:18]1[C:22]2=[N:23][CH:24]=[CH:25][CH:26]=[C:21]2[N:20]([S:33]([C:27]2[CH:32]=[CH:31][CH:30]=[CH:29][CH:28]=2)(=[O:35])=[O:34])[CH:19]=1.